The task is: Predict the reaction yield, written as a fraction of the theoretical maximum amount of product (1.0 means a 100% yield; for example, 0.34 means a 34% yield).. This data is from Reaction yield outcomes from USPTO patents with 853,638 reactions. The reactants are [CH2:1]([NH:3][C:4]([C:6]1[CH:11]=[CH:10][C:9]([N:12]2[C:16]([CH2:17][CH2:18][CH:19]([CH3:21])[CH3:20])=[C:15]([C:22]([OH:24])=O)[N:14]=[N:13]2)=[CH:8][CH:7]=1)=[O:5])[CH3:2].C1C=C[C:28]2N(O)N=[N:31][C:29]=2[CH:30]=1.C1(N)CC1.CCN=C=NCCCN(C)C. The catalyst is C(#N)C.CN(C=O)C. The product is [CH:29]1([NH:31][C:22]([C:15]2[N:14]=[N:13][N:12]([C:9]3[CH:10]=[CH:11][C:6]([C:4]([NH:3][CH2:1][CH3:2])=[O:5])=[CH:7][CH:8]=3)[C:16]=2[CH2:17][CH2:18][CH:19]([CH3:21])[CH3:20])=[O:24])[CH2:30][CH2:28]1. The yield is 0.930.